Dataset: Full USPTO retrosynthesis dataset with 1.9M reactions from patents (1976-2016). Task: Predict the reactants needed to synthesize the given product. (1) Given the product [C:2]1([CH3:1])[CH:15]=[CH:14][CH:5]=[CH:4][CH:3]=1.[CH2:10]1[CH2:9][O:20][CH2:6][CH2:11]1, predict the reactants needed to synthesize it. The reactants are: [CH3:1][C@@:2]12[C@@H](O)CC[C@H:15]1[C@H:14]1[C@@H:5]([C:6]3C=C[C:9]([OH:20])=[CH:10][C:11]=3CC1)[CH2:4][CH2:3]2.C1COCC1. (2) Given the product [CH3:1][O:2][C:3](=[O:11])[C:4]1[CH:9]=[CH:8][C:7]([CH2:10][Br:24])=[N:6][CH:5]=1, predict the reactants needed to synthesize it. The reactants are: [CH3:1][O:2][C:3](=[O:11])[C:4]1[CH:9]=[CH:8][C:7]([CH3:10])=[N:6][CH:5]=1.N(C(C)(C)C#N)=NC(C)(C)C#N.[Br:24]N1C(=O)CCC1=O. (3) Given the product [CH2:1]([O:3][C:4](=[O:12])[C:5]([CH3:7])([S:8][CH2:9][CH2:10][C:14]([F:29])([F:28])[F:13])[CH3:6])[CH3:2], predict the reactants needed to synthesize it. The reactants are: [CH2:1]([O:3][C:4](=[O:12])[C:5]([S:8][C:9](=O)[CH3:10])([CH3:7])[CH3:6])[CH3:2].[F:13][C:14]([F:29])([F:28])CCOS(C1C=CC(C)=CC=1)(=O)=O.C[O-].[Na+]. (4) Given the product [CH3:1][O:2][C:3]1[C:8]([C:9]2[N:13]3[N:14]=[C:15]([NH:18][C@@H:19]4[CH2:24][CH2:23][CH2:22][NH:21][CH2:20]4)[CH:16]=[CH:17][C:12]3=[N:11][CH:10]=2)=[CH:7][CH:6]=[CH:5][N:4]=1, predict the reactants needed to synthesize it. The reactants are: [CH3:1][O:2][C:3]1[C:8]([C:9]2[N:13]3[N:14]=[C:15]([NH:18][C@@H:19]4[CH2:24][CH2:23][CH2:22][N:21](C(OC(C)(C)C)=O)[CH2:20]4)[CH:16]=[CH:17][C:12]3=[N:11][CH:10]=2)=[CH:7][CH:6]=[CH:5][N:4]=1.Cl. (5) Given the product [N:13]1([C:12]2[C:7]3[CH:6]=[CH:5][N:4]([CH2:3][C:2]([F:38])([F:39])[F:1])[C:8]=3[N:9]=[C:10]([C:19]3[CH:20]=[CH:21][C:22]([NH:25][C:26]([NH:28][C:29]4[CH:30]=[CH:31][C:32]([C:33]([NH:40][CH2:41][CH2:42][N:43]5[CH2:48][CH2:47][CH2:46][CH2:45][CH2:44]5)=[O:35])=[CH:36][CH:37]=4)=[O:27])=[CH:23][CH:24]=3)[N:11]=2)[CH2:14][CH2:15][O:16][CH2:17][CH2:18]1, predict the reactants needed to synthesize it. The reactants are: [F:1][C:2]([F:39])([F:38])[CH2:3][N:4]1[C:8]2[N:9]=[C:10]([C:19]3[CH:24]=[CH:23][C:22]([NH:25][C:26]([NH:28][C:29]4[CH:37]=[CH:36][C:32]([C:33]([OH:35])=O)=[CH:31][CH:30]=4)=[O:27])=[CH:21][CH:20]=3)[N:11]=[C:12]([N:13]3[CH2:18][CH2:17][O:16][CH2:15][CH2:14]3)[C:7]=2[CH:6]=[CH:5]1.[NH2:40][CH2:41][CH2:42][N:43]1[CH2:48][CH2:47][CH2:46][CH2:45][CH2:44]1.